From a dataset of NCI-60 drug combinations with 297,098 pairs across 59 cell lines. Regression. Given two drug SMILES strings and cell line genomic features, predict the synergy score measuring deviation from expected non-interaction effect. (1) Cell line: NCI-H226. Drug 1: CC1=C(C=C(C=C1)NC2=NC=CC(=N2)N(C)C3=CC4=NN(C(=C4C=C3)C)C)S(=O)(=O)N.Cl. Synergy scores: CSS=18.2, Synergy_ZIP=8.00, Synergy_Bliss=11.2, Synergy_Loewe=-4.39, Synergy_HSA=5.69. Drug 2: CC1=CC2C(CCC3(C2CCC3(C(=O)C)OC(=O)C)C)C4(C1=CC(=O)CC4)C. (2) Drug 1: CC1C(C(CC(O1)OC2CC(CC3=C2C(=C4C(=C3O)C(=O)C5=C(C4=O)C(=CC=C5)OC)O)(C(=O)C)O)N)O.Cl. Drug 2: C1C(C(OC1N2C=NC(=NC2=O)N)CO)O. Cell line: HCT-15. Synergy scores: CSS=29.2, Synergy_ZIP=1.98, Synergy_Bliss=9.32, Synergy_Loewe=9.66, Synergy_HSA=9.95. (3) Drug 1: CN(C)N=NC1=C(NC=N1)C(=O)N. Drug 2: CN(CCCl)CCCl.Cl. Cell line: BT-549. Synergy scores: CSS=-5.70, Synergy_ZIP=-2.15, Synergy_Bliss=-9.48, Synergy_Loewe=-12.5, Synergy_HSA=-12.2. (4) Drug 1: C1=CN(C(=O)N=C1N)C2C(C(C(O2)CO)O)O.Cl. Drug 2: CC=C1C(=O)NC(C(=O)OC2CC(=O)NC(C(=O)NC(CSSCCC=C2)C(=O)N1)C(C)C)C(C)C. Cell line: CCRF-CEM. Synergy scores: CSS=80.7, Synergy_ZIP=3.19, Synergy_Bliss=3.83, Synergy_Loewe=0.642, Synergy_HSA=4.30. (5) Synergy scores: CSS=23.2, Synergy_ZIP=-5.48, Synergy_Bliss=-3.46, Synergy_Loewe=-18.7, Synergy_HSA=-3.10. Drug 1: C1=NC2=C(N1)C(=S)N=CN2. Drug 2: CC(C)NC(=O)C1=CC=C(C=C1)CNNC.Cl. Cell line: NCI-H226. (6) Drug 1: C1=CC(=CC=C1C#N)C(C2=CC=C(C=C2)C#N)N3C=NC=N3. Cell line: UO-31. Drug 2: CC(C)NC(=O)C1=CC=C(C=C1)CNNC.Cl. Synergy scores: CSS=-1.42, Synergy_ZIP=0.306, Synergy_Bliss=-2.09, Synergy_Loewe=-0.0284, Synergy_HSA=-4.02. (7) Drug 1: C1=C(C(=O)NC(=O)N1)N(CCCl)CCCl. Drug 2: C1CN1P(=S)(N2CC2)N3CC3. Cell line: LOX IMVI. Synergy scores: CSS=43.7, Synergy_ZIP=-15.9, Synergy_Bliss=-7.60, Synergy_Loewe=-4.29, Synergy_HSA=-2.14. (8) Drug 1: CCC1(CC2CC(C3=C(CCN(C2)C1)C4=CC=CC=C4N3)(C5=C(C=C6C(=C5)C78CCN9C7C(C=CC9)(C(C(C8N6C=O)(C(=O)OC)O)OC(=O)C)CC)OC)C(=O)OC)O.OS(=O)(=O)O. Drug 2: CS(=O)(=O)OCCCCOS(=O)(=O)C. Cell line: SW-620. Synergy scores: CSS=13.7, Synergy_ZIP=-5.12, Synergy_Bliss=-2.81, Synergy_Loewe=-1.27, Synergy_HSA=-1.24. (9) Drug 1: CC1C(C(=O)NC(C(=O)N2CCCC2C(=O)N(CC(=O)N(C(C(=O)O1)C(C)C)C)C)C(C)C)NC(=O)C3=C4C(=C(C=C3)C)OC5=C(C(=O)C(=C(C5=N4)C(=O)NC6C(OC(=O)C(N(C(=O)CN(C(=O)C7CCCN7C(=O)C(NC6=O)C(C)C)C)C)C(C)C)C)N)C. Drug 2: CC1CCCC2(C(O2)CC(NC(=O)CC(C(C(=O)C(C1O)C)(C)C)O)C(=CC3=CSC(=N3)C)C)C. Cell line: CAKI-1. Synergy scores: CSS=37.8, Synergy_ZIP=-6.86, Synergy_Bliss=-6.09, Synergy_Loewe=-1.42, Synergy_HSA=1.19.